The task is: Predict the reactants needed to synthesize the given product.. This data is from Full USPTO retrosynthesis dataset with 1.9M reactions from patents (1976-2016). (1) Given the product [CH3:11][O:12][C:13]1[CH:14]=[C:15]([C:2]2[S:6][C:5]([S:7]([NH2:10])(=[O:9])=[O:8])=[CH:4][CH:3]=2)[CH:16]=[CH:17][C:18]=1[O:19][CH3:20], predict the reactants needed to synthesize it. The reactants are: Br[C:2]1[S:6][C:5]([S:7]([NH2:10])(=[O:9])=[O:8])=[CH:4][CH:3]=1.[CH3:11][O:12][C:13]1[CH:14]=[C:15](B(O)O)[CH:16]=[CH:17][C:18]=1[O:19][CH3:20].N#N.C([O-])([O-])=O.[Na+].[Na+].O. (2) Given the product [ClH:16].[NH2:1][C:2]1[C:11]2[C:6](=[CH:7][C:8]([O:14][CH3:15])=[C:9]([O:12][CH3:13])[CH:10]=2)[N:5]=[C:4]([N:18]([CH2:19][CH2:20][C:21]#[N:22])[CH3:17])[N:3]=1, predict the reactants needed to synthesize it. The reactants are: [NH2:1][C:2]1[C:11]2[C:6](=[CH:7][C:8]([O:14][CH3:15])=[C:9]([O:12][CH3:13])[CH:10]=2)[N:5]=[C:4]([Cl:16])[N:3]=1.[CH3:17][NH:18][CH2:19][CH2:20][C:21]#[N:22].CN(C)P(N(C)C)(N(C)C)=O. (3) Given the product [C:6]([O:10][C:11](=[O:40])[N:12]([C:14]1[CH:19]=[C:18]([CH3:20])[C:17]([CH2:21][C:22]2([S:26]([N:29]3[CH2:38][CH2:37][C:32]4([O:36][CH2:35][CH2:34][O:33]4)[CH2:31][CH2:30]3)(=[O:28])=[O:27])[CH2:24][CH2:23]2)=[C:16]([CH3:39])[CH:15]=1)[CH3:13])([CH3:9])([CH3:8])[CH3:7].[O:33]1[C:32]2([CH2:31][CH2:30][N:29]([S:26]([C:22]3([CH2:21][C:17]4[C:18]([CH3:20])=[CH:19][C:14]([NH:12][CH3:13])=[CH:15][C:16]=4[CH3:39])[CH2:23][CH2:24]3)(=[O:27])=[O:28])[CH2:38][CH2:37]2)[O:36][CH2:35][CH2:34]1, predict the reactants needed to synthesize it. The reactants are: C([Li])CCC.[C:6]([O:10][C:11](=[O:40])[N:12]([C:14]1[CH:19]=[C:18]([CH3:20])[C:17]([CH2:21][CH:22]([S:26]([N:29]2[CH2:38][CH2:37][C:32]3([O:36][CH2:35][CH2:34][O:33]3)[CH2:31][CH2:30]2)(=[O:28])=[O:27])[CH2:23][CH2:24]Cl)=[C:16]([CH3:39])[CH:15]=1)[CH3:13])([CH3:9])([CH3:8])[CH3:7].[Cl-].[NH4+]. (4) The reactants are: Br[C:2]1[CH:7]=[C:6]([N:8]2[C:27]3[C:15](=[CH:16][C:17]4[C:18]([CH3:29])([CH3:28])[C:19]5[CH:20]=[CH:21][CH:22]=[CH:23][C:24]=5[C:25]=4[CH:26]=3)[C:14]3[C:9]2=[CH:10][CH:11]=[CH:12][CH:13]=3)[CH:5]=[C:4](Br)[N:3]=1.[C:31]1(B(O)O)[CH:36]=[CH:35][CH:34]=[CH:33][CH:32]=1. Given the product [C:31]1([C:2]2[CH:7]=[C:6]([N:8]3[C:27]4[C:15](=[CH:16][C:17]5[C:18]([CH3:29])([CH3:28])[C:19]6[CH:20]=[CH:21][CH:22]=[CH:23][C:24]=6[C:25]=5[CH:26]=4)[C:14]4[C:9]3=[CH:10][CH:11]=[CH:12][CH:13]=4)[CH:5]=[C:4]([C:9]3[CH:14]=[CH:13][CH:12]=[CH:11][CH:10]=3)[N:3]=2)[CH:36]=[CH:35][CH:34]=[CH:33][CH:32]=1, predict the reactants needed to synthesize it. (5) Given the product [Cl:11][C:12]1[N:17]=[C:16]([NH:1][C:2]([CH3:10])([CH3:9])[CH2:3][NH:4][S:5]([CH3:8])(=[O:7])=[O:6])[C:15]([Cl:19])=[CH:14][N:13]=1, predict the reactants needed to synthesize it. The reactants are: [NH2:1][C:2]([CH3:10])([CH3:9])[CH2:3][NH:4][S:5]([CH3:8])(=[O:7])=[O:6].[Cl:11][C:12]1[N:17]=[C:16](Cl)[C:15]([Cl:19])=[CH:14][N:13]=1.CCN(CC)CC. (6) Given the product [C:21]([S:24]([NH:26][C:27]1([CH:14]([CH3:15])[C:13]([O:17][CH2:18][CH3:19])=[O:16])[CH2:30][O:29][CH2:28]1)=[O:25])([CH3:20])([CH3:22])[CH3:23], predict the reactants needed to synthesize it. The reactants are: C(NC(C)C)(C)C.C([Li])CCC.[C:13]([O:17][CH2:18][CH3:19])(=[O:16])[CH2:14][CH3:15].[CH3:20][C:21]([S:24]([N:26]=[C:27]1[CH2:30][O:29][CH2:28]1)=[O:25])([CH3:23])[CH3:22]. (7) The reactants are: [C:1]([OH:5])(=[O:4])[CH:2]=[O:3].[F:6][C:7]([F:20])([F:19])[C:8]1[CH:9]=[C:10]([CH:16]=[CH:17][CH:18]=1)[CH2:11][NH:12][CH2:13][CH2:14]O.O. Given the product [OH:4][CH:1]1[O:5][CH2:14][CH2:13][N:12]([CH2:11][C:10]2[CH:16]=[CH:17][CH:18]=[C:8]([C:7]([F:6])([F:19])[F:20])[CH:9]=2)[C:2]1=[O:3], predict the reactants needed to synthesize it. (8) The reactants are: C(OC(=O)[NH:7][CH:8]([C:16](=[O:40])[NH:17][CH:18]1[CH2:23][CH2:22][CH2:21][CH:20]([N:24]2[C:33]3[CH:32]=[CH:31][CH:30]=[C:29]([Cl:34])[C:28]=3[C:27]3=[N:35][O:36][C:37]([CH3:38])=[C:26]3[C:25]2=[O:39])[CH2:19]1)[CH2:9][C:10]1[CH:15]=[CH:14][CH:13]=[CH:12][CH:11]=1)(C)(C)C. Given the product [NH2:7][CH:8]([CH2:9][C:10]1[CH:11]=[CH:12][CH:13]=[CH:14][CH:15]=1)[C:16]([NH:17][CH:18]1[CH2:23][CH2:22][CH2:21][CH:20]([N:24]2[C:33]3[CH:32]=[CH:31][CH:30]=[C:29]([Cl:34])[C:28]=3[C:27]3=[N:35][O:36][C:37]([CH3:38])=[C:26]3[C:25]2=[O:39])[CH2:19]1)=[O:40], predict the reactants needed to synthesize it.